Dataset: Forward reaction prediction with 1.9M reactions from USPTO patents (1976-2016). Task: Predict the product of the given reaction. (1) Given the reactants [CH3:1][O:2][C:3]1[CH:8]=[CH:7][N:6]=[C:5]([CH2:9][O:10][C:11]2[CH:16]=[CH:15][CH:14]=[CH:13][C:12]=2[C:17]2[CH:34]=[CH:33][C:20]3[CH2:21][CH2:22][N:23](C(OC(C)(C)C)=O)[CH2:24][CH2:25][C:19]=3[CH:18]=2)[CH:4]=1.Cl, predict the reaction product. The product is: [CH3:1][O:2][C:3]1[CH:8]=[CH:7][N:6]=[C:5]([CH2:9][O:10][C:11]2[CH:16]=[CH:15][CH:14]=[CH:13][C:12]=2[C:17]2[CH:34]=[CH:33][C:20]3[CH2:21][CH2:22][NH:23][CH2:24][CH2:25][C:19]=3[CH:18]=2)[CH:4]=1. (2) Given the reactants [CH2:1]([O:3][C:4](=[O:28])[CH2:5][C:6]([NH:8][C:9]1[CH:14]=[CH:13][C:12]([Cl:15])=[CH:11][C:10]=1[C:16]#[C:17][C:18]1[CH:23]=[CH:22][CH:21]=[CH:20][C:19]=1[C:24]([F:27])([F:26])[F:25])=[O:7])[CH3:2].[H-].[Na+], predict the reaction product. The product is: [CH2:1]([O:3][C:4]([C:5]1[C:6](=[O:7])[NH:8][C:9]2[C:10]([C:16]=1[CH2:17][C:18]1[CH:23]=[CH:22][CH:21]=[CH:20][C:19]=1[C:24]([F:25])([F:26])[F:27])=[CH:11][C:12]([Cl:15])=[CH:13][CH:14]=2)=[O:28])[CH3:2]. (3) Given the reactants [Cl:1][C:2]1[CH:3]=[C:4]([N+:9]([O-:11])=[O:10])[C:5]([OH:8])=[N:6][CH:7]=1.[CH3:12][O:13][C:14]1[CH:21]=[CH:20][C:17]([CH2:18]Cl)=[CH:16][CH:15]=1, predict the reaction product. The product is: [Cl:1][C:2]1[CH:3]=[C:4]([N+:9]([O-:11])=[O:10])[C:5](=[O:8])[N:6]([CH2:18][C:17]2[CH:20]=[CH:21][C:14]([O:13][CH3:12])=[CH:15][CH:16]=2)[CH:7]=1. (4) Given the reactants [C:1]([C:4]1[C:12]2[C:7](=[CH:8][N:9]=[CH:10][CH:11]=2)[N:6]([CH2:13][C:14]([O:16]C(C)(C)C)=[O:15])[N:5]=1)(=[O:3])[NH2:2].C(O)(C(F)(F)F)=O, predict the reaction product. The product is: [C:1]([C:4]1[C:12]2[C:7](=[CH:8][N:9]=[CH:10][CH:11]=2)[N:6]([CH2:13][C:14]([OH:16])=[O:15])[N:5]=1)(=[O:3])[NH2:2]. (5) Given the reactants [OH:1][S:2]([OH:5])(=O)=[O:3].[CH3:6][N:7]1[C:16]2[C:11](=[CH:12][CH:13]=[CH:14][CH:15]=2)[CH2:10][CH2:9][CH2:8]1, predict the reaction product. The product is: [CH3:6][N:7]1[C:16]2[C:11](=[CH:12][C:13]([S:2]([OH:5])(=[O:3])=[O:1])=[CH:14][CH:15]=2)[CH2:10][CH2:9][CH2:8]1. (6) Given the reactants [NH2:1][C:2]1[N:7]([C:8]2[CH:13]=[CH:12][CH:11]=[C:10]([CH2:14][CH3:15])[CH:9]=2)[C:6](=[S:16])[NH:5][C:4](=[O:17])[C:3]=1[N:18]=O.N.S(S([O-])=O)([O-])=O.[Na+].[Na+].S(=O)(=O)(O)O, predict the reaction product. The product is: [NH2:18][C:3]1[C:4](=[O:17])[NH:5][C:6](=[S:16])[N:7]([C:8]2[CH:13]=[CH:12][CH:11]=[C:10]([CH2:14][CH3:15])[CH:9]=2)[C:2]=1[NH2:1]. (7) Given the reactants C(OC([N:8]1[C:16]2[C:11](=[CH:12][CH:13]=[C:14]([O:17][CH2:18][C:19]3[CH:24]=[CH:23][CH:22]=[C:21]([O:25][C:26]4[CH:31]=[CH:30][CH:29]=[CH:28][CH:27]=4)[CH:20]=3)[CH:15]=2)[C:10]([NH:32][C:33](=[O:47])[C:34]2[CH:39]=[CH:38][C:37]([N:40]3[CH2:45][CH2:44][N:43]([CH3:46])[CH2:42][CH2:41]3)=[CH:36][CH:35]=2)=[N:9]1)=O)(C)(C)C.C(Cl)Cl.CO, predict the reaction product. The product is: [CH3:46][N:43]1[CH2:42][CH2:41][N:40]([C:37]2[CH:36]=[CH:35][C:34]([C:33]([NH:32][C:10]3[C:11]4[C:16](=[CH:15][C:14]([O:17][CH2:18][C:19]5[CH:24]=[CH:23][CH:22]=[C:21]([O:25][C:26]6[CH:27]=[CH:28][CH:29]=[CH:30][CH:31]=6)[CH:20]=5)=[CH:13][CH:12]=4)[NH:8][N:9]=3)=[O:47])=[CH:39][CH:38]=2)[CH2:45][CH2:44]1. (8) Given the reactants [C:1]([C:3]1[CH:8]=[CH:7][C:6]([C:9]2[CH:10]=[N:11][N:12]([C:15]3[CH:23]=[CH:22][C:18]([C:19](O)=[O:20])=[CH:17][N:16]=3)[C:13]=2[OH:14])=[C:5]([CH3:24])[C:4]=1[F:25])#[N:2].Cl.Cl.[CH3:28][N:29]1[CH2:32][C:31]2([CH2:35][NH:34][CH2:33]2)[CH2:30]1, predict the reaction product. The product is: [F:25][C:4]1[C:5]([CH3:24])=[C:6]([C:9]2[CH:10]=[N:11][N:12]([C:15]3[CH:23]=[CH:22][C:18]([C:19]([N:34]4[CH2:35][C:31]5([CH2:32][N:29]([CH3:28])[CH2:30]5)[CH2:33]4)=[O:20])=[CH:17][N:16]=3)[C:13]=2[OH:14])[CH:7]=[CH:8][C:3]=1[C:1]#[N:2].